From a dataset of Catalyst prediction with 721,799 reactions and 888 catalyst types from USPTO. Predict which catalyst facilitates the given reaction. (1) Reactant: [CH2:1]([O:8][C:9]1[CH:13]=[C:12]([NH2:14])[N:11]([CH3:15])[N:10]=1)[C:2]1[CH:7]=[CH:6][CH:5]=[CH:4][CH:3]=1.C(N(CC)CC)C.O1CCCC1.Cl[CH2:29][CH2:30][CH2:31][CH2:32][C:33](Cl)=[O:34]. Product: [CH2:1]([O:8][C:9]1[CH:13]=[C:12]([N:14]2[CH2:29][CH2:30][CH2:31][CH2:32][C:33]2=[O:34])[N:11]([CH3:15])[N:10]=1)[C:2]1[CH:3]=[CH:4][CH:5]=[CH:6][CH:7]=1. The catalyst class is: 6. (2) Reactant: Cl[C:2]1[C:11]2[C:6](=[CH:7][CH:8]=[CH:9][CH:10]=2)[N:5]=[C:4]([C:12]([C:14]2[CH:19]=[CH:18][C:17]([F:20])=[CH:16][CH:15]=2)=[O:13])[N:3]=1.CCN(C(C)C)C(C)C.[CH3:30][C:31]1[NH:35][N:34]=[C:33]([NH2:36])[CH:32]=1.O. Product: [F:20][C:17]1[CH:18]=[CH:19][C:14]([C:12]([C:4]2[N:3]=[C:2]([NH:36][C:33]3[CH:32]=[C:31]([CH3:30])[NH:35][N:34]=3)[C:11]3[C:6](=[CH:7][CH:8]=[CH:9][CH:10]=3)[N:5]=2)=[O:13])=[CH:15][CH:16]=1. The catalyst class is: 3. (3) Reactant: [Cl:1][C:2]1[N:7]=[C:6]([NH:8][CH2:9][CH2:10][CH3:11])[N:5]=[C:4]([N:12]([CH3:15])[O:13][CH3:14])[N:3]=1.C(OCC)C.[N:21]([CH3:24])([CH3:23])[CH3:22]. Product: [Cl-:1].[CH3:14][O:13][N:12]([C:4]1[N:5]=[C:6]([NH:8][CH2:9][CH2:10][CH3:11])[N:7]=[C:2]([N+:21]([CH3:24])([CH3:23])[CH3:22])[N:3]=1)[CH3:15]. The catalyst class is: 12. (4) Reactant: [AlH4-].[Li+].[CH2:3]([N:10]1[CH:15]2[CH2:16][CH2:17][CH2:18][CH:11]1[CH2:12][C:13](=[O:19])[CH2:14]2)[C:4]1[CH:9]=[CH:8][CH:7]=[CH:6][CH:5]=1.O.[OH-].[Na+]. Product: [CH2:3]([N:10]1[CH:11]2[CH2:18][CH2:17][CH2:16][CH:15]1[CH2:14][CH:13]([OH:19])[CH2:12]2)[C:4]1[CH:5]=[CH:6][CH:7]=[CH:8][CH:9]=1. The catalyst class is: 28. (5) Reactant: Br[C:2]1[CH:7]=[CH:6][C:5]([F:8])=[CH:4][C:3]=1[N:9]1[C:13]([CH3:14])=[N:12][CH:11]=[N:10]1.[Cu][C:16]#[N:17]. Product: [F:8][C:5]1[CH:6]=[CH:7][C:2]([C:16]#[N:17])=[C:3]([N:9]2[C:13]([CH3:14])=[N:12][CH:11]=[N:10]2)[CH:4]=1. The catalyst class is: 60. (6) Reactant: C[Si]([N-][Si](C)(C)C)(C)C.[Na+].[CH3:11][O:12][C:13]1[CH:18]=[CH:17][C:16]([CH2:19][C:20]([OH:22])=O)=[CH:15][CH:14]=1.[Cl:23][C:24]1[CH:33]=[CH:32][CH:31]=[CH:30][C:25]=1C(OC)=O.CCOCC. Product: [Cl:23][C:24]1[CH:33]=[CH:32][CH:31]=[CH:30][C:25]=1[C:20](=[O:22])[CH2:19][C:16]1[CH:15]=[CH:14][C:13]([O:12][CH3:11])=[CH:18][CH:17]=1. The catalyst class is: 1. (7) Product: [Br:2][C:3]1[CH:4]=[C:5]2[C:6]([C:9](=[O:15])[CH:10]=[CH:11][O:16]2)=[CH:7][CH:8]=1. Reactant: Cl.[Br:2][C:3]1[CH:8]=[CH:7][C:6]([C:9](=[O:15])/[CH:10]=[CH:11]/N(C)C)=[C:5]([OH:16])[CH:4]=1. The catalyst class is: 4. (8) Reactant: CS(O[CH2:6][CH2:7][CH2:8][C:9]1[CH:14]=[CH:13][C:12]([Br:15])=[C:11]([I:16])[CH:10]=1)(=O)=O.[C:17]([K])#[N:18].O. Product: [Br:15][C:12]1[CH:13]=[CH:14][C:9]([CH2:8][CH2:7][CH2:6][C:17]#[N:18])=[CH:10][C:11]=1[I:16]. The catalyst class is: 16.